From a dataset of NCI-60 drug combinations with 297,098 pairs across 59 cell lines. Regression. Given two drug SMILES strings and cell line genomic features, predict the synergy score measuring deviation from expected non-interaction effect. Drug 1: C1CCC(CC1)NC(=O)N(CCCl)N=O. Drug 2: N.N.Cl[Pt+2]Cl. Cell line: OVCAR-5. Synergy scores: CSS=0.587, Synergy_ZIP=-1.44, Synergy_Bliss=-1.50, Synergy_Loewe=-3.84, Synergy_HSA=-3.70.